Dataset: Forward reaction prediction with 1.9M reactions from USPTO patents (1976-2016). Task: Predict the product of the given reaction. The product is: [N:40]1([C:37]2[CH:38]=[CH:39][C:34]([C:2]3[CH:3]=[C:4]4[C:8](=[CH:9][C:10]=3[F:11])[N:7]([CH:12]3[CH2:13][CH2:14][N:15]([C:18]5[N:19]=[CH:20][C:21]([CH2:24][CH3:25])=[CH:22][N:23]=5)[CH2:16][CH2:17]3)[N:6]=[CH:5]4)=[CH:35][CH:36]=2)[CH:44]=[N:43][N:42]=[N:41]1. Given the reactants Br[C:2]1[CH:3]=[C:4]2[C:8](=[CH:9][C:10]=1[F:11])[N:7]([CH:12]1[CH2:17][CH2:16][N:15]([C:18]3[N:23]=[CH:22][C:21]([CH2:24][CH3:25])=[CH:20][N:19]=3)[CH2:14][CH2:13]1)[N:6]=[CH:5]2.CC1(C)C(C)(C)OB([C:34]2[CH:39]=[CH:38][C:37]([N:40]3[CH:44]=[N:43][N:42]=[N:41]3)=[CH:36][CH:35]=2)O1, predict the reaction product.